Predict the product of the given reaction. From a dataset of Forward reaction prediction with 1.9M reactions from USPTO patents (1976-2016). (1) Given the reactants [C:1]([O:5][C:6]([N:8]1[CH2:13][CH2:12][C:11](=[O:14])[CH2:10][CH2:9]1)=[O:7])([CH3:4])([CH3:3])[CH3:2].Cl[Si:16]([CH3:19])([CH3:18])[CH3:17].C(N(CC)CC)C, predict the reaction product. The product is: [C:1]([O:5][C:6]([N:8]1[CH2:9][CH:10]=[C:11]([O:14][Si:16]([CH3:19])([CH3:18])[CH3:17])[CH2:12][CH2:13]1)=[O:7])([CH3:4])([CH3:2])[CH3:3]. (2) Given the reactants Br.Br[CH2:3][C:4]1[CH:5]=[N:6][CH:7]=[CH:8][CH:9]=1.[OH:10][C:11]1[CH:16]=[CH:15][C:14]([CH2:17][CH2:18][CH:19]([CH2:24][CH2:25][CH2:26][C:27]2[CH:32]=[CH:31][CH:30]=[CH:29][CH:28]=2)[C:20]([O:22][CH3:23])=[O:21])=[CH:13][CH:12]=1.C([O-])([O-])=O.[Cs+].[Cs+].Cl, predict the reaction product. The product is: [N:6]1[CH:7]=[CH:8][CH:9]=[C:4]([CH2:3][O:10][C:11]2[CH:12]=[CH:13][C:14]([CH2:17][CH2:18][CH:19]([CH2:24][CH2:25][CH2:26][C:27]3[CH:28]=[CH:29][CH:30]=[CH:31][CH:32]=3)[C:20]([O:22][CH3:23])=[O:21])=[CH:15][CH:16]=2)[CH:5]=1. (3) Given the reactants C[O:2][C:3](=O)[CH2:4][CH2:5][CH:6]([O:14][CH3:15])[C:7]1[CH:12]=[CH:11][CH:10]=[CH:9][C:8]=1[CH3:13].C1COCC1.[NH2:22][OH:23].[C-]#N.[K+], predict the reaction product. The product is: [OH:23][NH:22][C:3](=[O:2])[CH2:4][CH2:5][CH:6]([O:14][CH3:15])[C:7]1[CH:12]=[CH:11][CH:10]=[CH:9][C:8]=1[CH3:13]. (4) Given the reactants [Cl:1][C:2]1[CH:3]=[C:4](I)[CH:5]=[CH:6][CH:7]=1.[C:9]([O:13][CH2:14][CH3:15])(=[O:12])[CH:10]=[CH2:11].C(N(CC)CC)C, predict the reaction product. The product is: [CH2:14]([O:13][C:9](=[O:12])/[CH:10]=[CH:11]/[C:4]1[CH:5]=[CH:6][CH:7]=[C:2]([Cl:1])[CH:3]=1)[CH3:15]. (5) Given the reactants [N:1]([CH2:4][CH2:5][O:6][C:7]1[CH:12]=[CH:11][C:10]([Br:13])=[CH:9][C:8]=1[C:14]([F:17])([F:16])[F:15])=[N+]=[N-].C1(P(C2C=CC=CC=2)C2C=CC=CC=2)C=CC=CC=1, predict the reaction product. The product is: [Br:13][C:10]1[CH:11]=[CH:12][C:7]([O:6][CH2:5][CH2:4][NH2:1])=[C:8]([C:14]([F:15])([F:16])[F:17])[CH:9]=1. (6) Given the reactants [C:1]([C:5]1[CH:10]=[C:9]([N:11]2[C:15]([C:16]([O:18]C)=[O:17])=[CH:14][C:13]([C:20]([O:22][CH3:23])=[O:21])=[N:12]2)[CH:8]=[C:7]([C:24]([CH3:27])([CH3:26])[CH3:25])[N:6]=1)([CH3:4])([CH3:3])[CH3:2].[OH-].[Na+], predict the reaction product. The product is: [C:24]([C:7]1[CH:8]=[C:9]([N:11]2[C:15]([C:16]([OH:18])=[O:17])=[CH:14][C:13]([C:20]([O:22][CH3:23])=[O:21])=[N:12]2)[CH:10]=[C:5]([C:1]([CH3:4])([CH3:3])[CH3:2])[N:6]=1)([CH3:27])([CH3:26])[CH3:25]. (7) Given the reactants C[O:2][C:3]1[CH:12]=[C:11]2[C:6]([CH:7]=[CH:8][C:9]([C:13]([O:15]C)=[O:14])=[CH:10]2)=[CH:5][CH:4]=1.Br, predict the reaction product. The product is: [OH:2][C:3]1[CH:12]=[C:11]2[C:6]([CH:7]=[CH:8][C:9]([C:13]([OH:15])=[O:14])=[CH:10]2)=[CH:5][CH:4]=1. (8) Given the reactants [CH3:1][O:2][C:3]1[CH:4]=[C:5]2[C:10](=[CH:11][CH:12]=1)[C:9]([OH:13])=[CH:8][CH:7]=[CH:6]2.[CH3:14][O:15][C:16]1[CH:17]=[CH:18][C:19]([Br:24])=[C:20]([CH:23]=1)[CH2:21]O.C1(P(C2C=CC=CC=2)C2C=CC=CC=2)C=CC=CC=1.CCOC(/N=N/C(OCC)=O)=O, predict the reaction product. The product is: [Br:24][C:19]1[CH:18]=[CH:17][C:16]([O:15][CH3:14])=[CH:23][C:20]=1[CH2:21][O:13][C:9]1[C:10]2[C:5](=[CH:4][C:3]([O:2][CH3:1])=[CH:12][CH:11]=2)[CH:6]=[CH:7][CH:8]=1. (9) Given the reactants FC(F)(F)C(O)=O.[F:8][C:9]1[CH:14]=[CH:13][C:12]([N:15]2[C:23]3[C:18](=[C:19]([CH2:24][CH2:25][C@@H:26]([NH:28]C(=O)OC(C)(C)C)[CH3:27])[CH:20]=[CH:21][CH:22]=3)[CH:17]=[N:16]2)=[CH:11][CH:10]=1, predict the reaction product. The product is: [F:8][C:9]1[CH:10]=[CH:11][C:12]([N:15]2[C:23]3[C:18](=[C:19]([CH2:24][CH2:25][C@@H:26]([NH2:28])[CH3:27])[CH:20]=[CH:21][CH:22]=3)[CH:17]=[N:16]2)=[CH:13][CH:14]=1.